From a dataset of Catalyst prediction with 721,799 reactions and 888 catalyst types from USPTO. Predict which catalyst facilitates the given reaction. Reactant: [Cl:1][C:2]1[C:10]([C:11]([O:13][CH3:14])=[O:12])=[CH:9][C:8](I)=[C:7]2[C:3]=1[C:4]([S:16][CH3:17])=[CH:5][NH:6]2.[Cl-].C[Zn+].[CH2:21]1COCC1.C(Cl)Cl. Product: [Cl:1][C:2]1[C:10]([C:11]([O:13][CH3:14])=[O:12])=[CH:9][C:8]([CH3:21])=[C:7]2[C:3]=1[C:4]([S:16][CH3:17])=[CH:5][NH:6]2. The catalyst class is: 800.